Dataset: Reaction yield outcomes from USPTO patents with 853,638 reactions. Task: Predict the reaction yield, written as a fraction of the theoretical maximum amount of product (1.0 means a 100% yield; for example, 0.34 means a 34% yield). (1) The reactants are C(OC([N:8](C(OC(C)(C)C)=O)[CH2:9][C:10](=[O:20])[CH2:11][CH2:12][CH2:13][CH2:14][CH2:15][C:16]([O:18][CH3:19])=[O:17])=O)(C)(C)C.Cl. The catalyst is O1CCOCC1.C(OCC)C. The product is [NH2:8][CH2:9][C:10](=[O:20])[CH2:11][CH2:12][CH2:13][CH2:14][CH2:15][C:16]([O:18][CH3:19])=[O:17]. The yield is 0.800. (2) The reactants are [Cl:1][C:2]1[CH:7]=[C:6]2[CH2:8][O:9][C:10]3[CH:34]=[C:33]4[C:13]([CH2:14][CH2:15][C:16]5[N:20]=[C:19]([CH:21]6[CH2:25][CH2:24][CH2:23][N:22]6[C:26]([O:28][C:29]([CH3:32])([CH3:31])[CH3:30])=[O:27])[NH:18][C:17]=54)=[CH:12][C:11]=3[C:5]2=[CH:4][CH:3]=1. The catalyst is ClCCl.C(OCC)(=O)C.[O-2].[Mn+4].[O-2]. The product is [Cl:1][C:2]1[CH:7]=[C:6]2[CH2:8][O:9][C:10]3[CH:34]=[C:33]4[C:13]([CH:14]=[CH:15][C:16]5[N:20]=[C:19]([CH:21]6[CH2:25][CH2:24][CH2:23][N:22]6[C:26]([O:28][C:29]([CH3:30])([CH3:31])[CH3:32])=[O:27])[NH:18][C:17]=54)=[CH:12][C:11]=3[C:5]2=[CH:4][CH:3]=1. The yield is 0.810. (3) The reactants are [C:1]1([S:7][C:8]2[C:9]([NH:24][C:25]3[S:29][N:28]=[C:27]([CH:30]4[CH2:35][CH2:34][N:33](C(OC(C)(C)C)=O)[CH2:32][CH2:31]4)[N:26]=3)=[N:10][CH:11]=[C:12]([S:14][C:15]3[CH:20]=[CH:19][N:18]=[C:17]4[CH:21]=[CH:22][S:23][C:16]=34)[CH:13]=2)[CH:6]=[CH:5][CH:4]=[CH:3][CH:2]=1.CO.[ClH:45]. The catalyst is O1CCOCC1. The product is [ClH:45].[ClH:45].[C:1]1([S:7][C:8]2[C:9]([NH:24][C:25]3[S:29][N:28]=[C:27]([CH:30]4[CH2:35][CH2:34][NH:33][CH2:32][CH2:31]4)[N:26]=3)=[N:10][CH:11]=[C:12]([S:14][C:15]3[CH:20]=[CH:19][N:18]=[C:17]4[CH:21]=[CH:22][S:23][C:16]=34)[CH:13]=2)[CH:2]=[CH:3][CH:4]=[CH:5][CH:6]=1. The yield is 0.896. (4) The reactants are [NH2:1][C:2]1[N:7]=[C:6]([NH2:8])[C:5]([O:9][C:10]2[C:11]([CH:21]([CH3:23])[CH3:22])=[CH:12][C:13]([O:19][CH3:20])=[C:14]([CH:16]([OH:18])[CH3:17])[CH:15]=2)=[CH:4][N:3]=1.[CH3:24]CN(S(F)(F)F)CC.C([O-])(O)=O.[Na+]. The catalyst is C(Cl)Cl. The product is [CH:21]([C:11]1[CH:12]=[C:13]([O:19][CH3:20])[C:14]([CH:16]=[CH2:17])=[CH:15][C:10]=1[O:9][C:5]1[C:6]([NH2:8])=[N:7][C:2]([NH2:1])=[N:3][CH:4]=1)([CH3:23])[CH3:22].[CH:21]([C:11]1[CH:12]=[C:13]([O:19][CH3:20])[C:14]([CH:16]([O:18][CH3:24])[CH3:17])=[CH:15][C:10]=1[O:9][C:5]1[C:6]([NH2:8])=[N:7][C:2]([NH2:1])=[N:3][CH:4]=1)([CH3:23])[CH3:22]. The yield is 0.0300. (5) The reactants are Br[C:2]1[S:3][C:4]([NH:30]C(=O)OC(C)(C)C)=[C:5]([C:7](=[O:29])[NH:8][C:9]2[CH:10]=[N:11][N:12]([CH3:28])[C:13]=2[N:14]2[CH2:20][CH2:19][CH2:18][C@@H:17]([NH:21]C(=O)C(F)(F)F)[CH2:16][CH2:15]2)[N:6]=1.C([O-])([O-])=O.[Na+].[Na+].[Cl:44][C:45]1[CH:50]=[CH:49][C:48]([Cl:51])=[CH:47][C:46]=1B(O)O.C([O-])([O-])=O.[K+].[K+]. The catalyst is COCCOC.O.CO.O.C1C=CC(P(C2C=CC=CC=2)[C-]2C=CC=C2)=CC=1.C1C=CC(P(C2C=CC=CC=2)[C-]2C=CC=C2)=CC=1.Cl[Pd]Cl.[Fe+2]. The product is [NH2:30][C:4]1[S:3][C:2]([C:49]2[CH:50]=[C:45]([Cl:44])[CH:46]=[CH:47][C:48]=2[Cl:51])=[N:6][C:5]=1[C:7]([NH:8][C:9]1[CH:10]=[N:11][N:12]([CH3:28])[C:13]=1[N:14]1[CH2:20][CH2:19][CH2:18][C@@H:17]([NH2:21])[CH2:16][CH2:15]1)=[O:29]. The yield is 0.290.